This data is from Full USPTO retrosynthesis dataset with 1.9M reactions from patents (1976-2016). The task is: Predict the reactants needed to synthesize the given product. (1) Given the product [CH2:1]([O:8][C:9]1[CH:10]=[CH:11][C:12]([CH2:15][CH2:16][NH2:17])=[CH:13][CH:14]=1)[C:2]1[CH:3]=[CH:4][CH:5]=[CH:6][CH:7]=1, predict the reactants needed to synthesize it. The reactants are: [CH2:1]([O:8][C:9]1[CH:14]=[CH:13][C:12](/[CH:15]=[CH:16]/[N+:17]([O-])=O)=[CH:11][CH:10]=1)[C:2]1[CH:7]=[CH:6][CH:5]=[CH:4][CH:3]=1.[H-].[H-].[H-].[H-].[Li+].[Al+3]. (2) Given the product [CH3:23][C:22]([O:21][C@H:20]([CH3:26])[C@@H:19]([C:27]([O:29][CH3:30])=[O:28])[NH:18][C:16]([C:3]1[CH:4]=[CH:5][C:6]([C:8]2[CH:9]=[N:10][C:11]([O:14][CH3:15])=[CH:12][CH:13]=2)=[CH:7][C:2]=1[NH:1][C:32]([NH:31][C:34]1[C:39]([CH3:40])=[CH:38][C:37]([CH2:41][O:42][CH3:43])=[CH:36][C:35]=1[CH3:44])=[O:33])=[O:17])([CH3:24])[CH3:25], predict the reactants needed to synthesize it. The reactants are: [NH2:1][C:2]1[CH:7]=[C:6]([C:8]2[CH:9]=[N:10][C:11]([O:14][CH3:15])=[CH:12][CH:13]=2)[CH:5]=[CH:4][C:3]=1[C:16]([NH:18][C@H:19]([C:27]([O:29][CH3:30])=[O:28])[C@@H:20]([CH3:26])[O:21][C:22]([CH3:25])([CH3:24])[CH3:23])=[O:17].[N:31]([C:34]1[C:39]([CH3:40])=[CH:38][C:37]([CH2:41][O:42][CH3:43])=[CH:36][C:35]=1[CH3:44])=[C:32]=[O:33].